The task is: Predict the reactants needed to synthesize the given product.. This data is from Full USPTO retrosynthesis dataset with 1.9M reactions from patents (1976-2016). (1) Given the product [CH:91]([NH:98][C:33]1[N:32]=[C:31]([N:19]([C:16]2([CH3:18])[CH2:15][NH:14][CH2:17]2)[C:20]([C:22]2[CH:23]=[CH:24][C:25]3[O:29][CH2:28][CH2:27][C:26]=3[CH:30]=2)=[O:21])[CH:36]=[CH:35][N:34]=1)([CH3:92])[CH3:90], predict the reactants needed to synthesize it. The reactants are: C([N:14]1[CH2:17][C:16]([N:19]([C:31]2[CH:36]=[CH:35][N:34]=[C:33](Cl)[N:32]=2)[C:20]([C:22]2[CH:23]=[CH:24][C:25]3[O:29][CH2:28][CH2:27][C:26]=3[CH:30]=2)=[O:21])([CH3:18])[CH2:15]1)(C1C=CC=CC=1)C1C=CC=CC=1.C1C=CC(P(C2C(C3C(P(C4C=CC=CC=4)C4C=CC=CC=4)=CC=C4C=3C=CC=C4)=C3C(C=CC=C3)=CC=2)C2C=CC=CC=2)=CC=1.C([O-])([O-])=O.[Cs+].[Cs+].[CH3:90][CH:91]([NH2:98])[C:92]1C=CC=CC=1. (2) Given the product [C:21]([O:25][CH2:26][CH2:27][N:28]([C@H:36]1[CH2:40][CH2:39][N:38]([C@H:7]([C:12]2[CH:13]=[N:14][C:15]([Cl:18])=[CH:16][CH:17]=2)[C:8]([F:11])([F:10])[F:9])[CH2:37]1)[C:29](=[O:35])[O:30][C:31]([CH3:32])([CH3:33])[CH3:34])([CH3:22])([CH3:23])[CH3:24], predict the reactants needed to synthesize it. The reactants are: FC(F)(F)S(O[C@@H:7]([C:12]1[CH:13]=[N:14][C:15]([Cl:18])=[CH:16][CH:17]=1)[C:8]([F:11])([F:10])[F:9])(=O)=O.[C:21]([O:25][CH2:26][CH2:27][N:28]([C@H:36]1[CH2:40][CH2:39][NH:38][CH2:37]1)[C:29](=[O:35])[O:30][C:31]([CH3:34])([CH3:33])[CH3:32])([CH3:24])([CH3:23])[CH3:22]. (3) Given the product [CH2:13]=[CH:14][CH2:15][CH2:16][CH2:17][CH3:18].[Cl:20][SiH:21]([Cl:29])[Cl:28], predict the reactants needed to synthesize it. The reactants are: C(Cl)(C)(C)C.Cl.ClC(C)C.Cl[SiH](Cl)[CH2:13][CH2:14][CH2:15][CH2:16][CH2:17][CH3:18].[Cl:20][Si:21]([Cl:29])([Cl:28])CCCCCC.ClCCCCCC. (4) The reactants are: C(OC(=O)C(OC1C=CC(CCCC2N(C)C(=O)N(CC3C=CC(C)=CC=3)N=2)=CC=1)(C)C)C.[CH2:34]([O:36][C:37]([C:39]([CH3:54])([O:41][C:42]1[CH:47]=[CH:46][C:45]([CH2:48][CH2:49][CH2:50][C:51](O)=[O:52])=[CH:44][CH:43]=1)[CH3:40])=[O:38])[CH3:35].C(OCC)(=O)C.C(Cl)(=O)C([Cl:64])=O. Given the product [CH2:34]([O:36][C:37]([C:39]([CH3:54])([O:41][C:42]1[CH:47]=[CH:46][C:45]([CH2:48][CH2:49][CH2:50][C:51]([Cl:64])=[O:52])=[CH:44][CH:43]=1)[CH3:40])=[O:38])[CH3:35], predict the reactants needed to synthesize it. (5) Given the product [C:12]1([NH:18][C:2]2[C:7]([N+:8]([O-:10])=[O:9])=[CH:6][CH:5]=[C:4]([Cl:11])[N:3]=2)[CH:17]=[CH:16][CH:15]=[CH:14][CH:13]=1, predict the reactants needed to synthesize it. The reactants are: Cl[C:2]1[C:7]([N+:8]([O-:10])=[O:9])=[CH:6][CH:5]=[C:4]([Cl:11])[N:3]=1.[C:12]1([NH2:18])[CH:17]=[CH:16][CH:15]=[CH:14][CH:13]=1.C(=O)(O)[O-].[Na+].Cl. (6) The reactants are: [I:1][C:2]1[CH:13]=[CH:12][CH:11]=[CH:10][C:3]=1[CH2:4][CH2:5][NH:6][C:7](=[O:9])[CH3:8].[C:14](Cl)([C:16](Cl)=[O:17])=[O:15].Cl. Given the product [I:1][C:2]1[CH:13]=[CH:12][CH:11]=[C:10]2[C:3]=1[CH2:4][CH2:5][N:6]1[C:14](=[O:15])[C:16](=[O:17])[O:9][C:7]12[CH3:8], predict the reactants needed to synthesize it. (7) Given the product [OH:19][C:18]1[C:13]([C:11]2[N:12]=[C:8]([CH2:7][CH2:6][CH2:5][CH2:4][C:3]([OH:21])=[O:2])[O:9][CH:10]=2)=[N:14][CH:15]=[CH:16][CH:17]=1, predict the reactants needed to synthesize it. The reactants are: C[O:2][C:3](=[O:21])[CH2:4][CH2:5][CH2:6][CH2:7][C:8]1[O:9][CH:10]=[C:11]([C:13]2[C:18]([O:19]C)=[CH:17][CH:16]=[CH:15][N:14]=2)[N:12]=1.B(Br)(Br)Br.